From a dataset of Catalyst prediction with 721,799 reactions and 888 catalyst types from USPTO. Predict which catalyst facilitates the given reaction. (1) Reactant: [F:1][C:2]1[CH:7]=[C:6]([N+:8]([O-])=O)[CH:5]=[CH:4][C:3]=1[NH:11][C:12]1[C:21]2[C:16](=[CH:17][C:18]([O:24][CH3:25])=[C:19]([O:22][CH3:23])[CH:20]=2)[N:15]=[CH:14][N:13]=1.[Cl-].[NH4+]. Product: [CH3:23][O:22][C:19]1[CH:20]=[C:21]2[C:16](=[CH:17][C:18]=1[O:24][CH3:25])[N:15]=[CH:14][N:13]=[C:12]2[NH:11][C:3]1[CH:4]=[CH:5][C:6]([NH2:8])=[CH:7][C:2]=1[F:1]. The catalyst class is: 406. (2) Reactant: [CH:1]1([CH2:4][N:5]2[CH2:30][CH2:29][C@:12]34[C:13]5[C:14]6[O:28][C@H:11]3[C:10](=[O:31])[CH2:9][CH2:8][C@@:7]4([O:32][CH2:33][C:34]3[CH:39]=[CH:38][CH:37]=[CH:36][CH:35]=3)[C@H:6]2[CH2:19][C:18]=5[CH:17]=[CH:16][C:15]=6[O:20]CC2C=CC=CC=2)[CH2:3][CH2:2]1. Product: [CH:1]1([CH2:4][N:5]2[CH2:30][CH2:29][C@:12]34[C:13]5[C:14]6[O:28][C@H:11]3[C:10](=[O:31])[CH2:9][CH2:8][C@@:7]4([O:32][CH2:33][C:34]3[CH:35]=[CH:36][CH:37]=[CH:38][CH:39]=3)[C@H:6]2[CH2:19][C:18]=5[CH:17]=[CH:16][C:15]=6[OH:20])[CH2:3][CH2:2]1. The catalyst class is: 687.